From a dataset of Reaction yield outcomes from USPTO patents with 853,638 reactions. Predict the reaction yield, written as a fraction of the theoretical maximum amount of product (1.0 means a 100% yield; for example, 0.34 means a 34% yield). (1) The reactants are [N+]([C:4]1[CH:11]=[CH:10][CH:9]=[C:8]([N+:12]([O-:14])=[O:13])[C:5]=1[C:6]#[N:7])([O-])=O.[CH3:15][O:16][C@H:17]1[C@@H:21]2[O:22][C:23]([CH3:26])([CH3:25])[O:24][C@@H:20]2[C@@H:19]([CH2:27][OH:28])[O:18]1. No catalyst specified. The product is [CH3:15][O:16][C@H:17]1[C@@H:21]2[O:22][C:23]([CH3:26])([CH3:25])[O:24][C@@H:20]2[C@@H:19]([CH2:27][O:28][C:4]2[CH:11]=[CH:10][CH:9]=[C:8]([N+:12]([O-:14])=[O:13])[C:5]=2[C:6]#[N:7])[O:18]1. The yield is 0.700. (2) The reactants are [CH2:1]([C:3]([C:7]1[CH:8]=[C:9]2[C:14](=[CH:15][CH:16]=1)[CH:13]=[C:12]([OH:17])[CH:11]=[CH:10]2)(O)[CH2:4][CH3:5])[CH3:2].N1C=CC=CC=1.[F:24][C:25]([F:38])([F:37])[S:26](O[S:26]([C:25]([F:38])([F:37])[F:24])(=[O:28])=[O:27])(=[O:28])=[O:27]. No catalyst specified. The product is [CH2:1]([C:3]([C:7]1[CH:8]=[C:9]2[C:14](=[CH:15][CH:16]=1)[CH:13]=[C:12]([O:17][S:26]([C:25]([F:38])([F:37])[F:24])(=[O:28])=[O:27])[CH:11]=[CH:10]2)=[CH:4][CH3:5])[CH3:2]. The yield is 0.660. (3) The reactants are N(OCCC(C)C)=O.[F:9][C:10]1[CH:11]=[C:12]([F:20])[C:13]2[S:17][C:16](N)=[N:15][C:14]=2[CH:19]=1.[ClH:21]. The catalyst is C(#N)C.[Cu](Cl)Cl. The product is [Cl:21][C:16]1[S:17][C:13]2[C:12]([F:20])=[CH:11][C:10]([F:9])=[CH:19][C:14]=2[N:15]=1. The yield is 0.480. (4) The reactants are [N:1]1[CH:6]=[CH:5][CH:4]=[C:3]([NH:7][C:8](=[O:14])[O:9][C:10]([CH3:13])([CH3:12])[CH3:11])[CH:2]=1.C([Li])(C)(C)C.[CH2:20]1[O:22][CH2:21]1.[Cl-].[NH4+]. The yield is 0.700. The product is [OH:22][CH2:21][CH2:20][C:4]1[CH:5]=[CH:6][N:1]=[CH:2][C:3]=1[NH:7][C:8](=[O:14])[O:9][C:10]([CH3:11])([CH3:13])[CH3:12]. The catalyst is O1CCCC1. (5) The reactants are C[O:2][C:3](=[O:45])[CH:4]=[C:5]([C:7]1[CH:8]=[C:9]2[C:13](=[CH:14][CH:15]=1)[N:12](S(C1C=CC=CC=1)(=O)=O)[CH:11]=[C:10]2[C:25]1[CH:30]=[C:29]([C:31]([CH3:34])([CH3:33])[CH3:32])[CH:28]=[C:27]([C:35]([CH3:38])([CH3:37])[CH3:36])[C:26]=1[O:39][CH2:40][C:41]([F:44])([F:43])[F:42])[CH3:6].[OH-].[Na+]. The catalyst is CO.O1CCOCC1.Cl. The product is [C:35]([C:27]1[C:26]([O:39][CH2:40][C:41]([F:44])([F:42])[F:43])=[C:25]([C:10]2[C:9]3[C:13](=[CH:14][CH:15]=[C:7]([C:5]([CH3:6])=[CH:4][C:3]([OH:45])=[O:2])[CH:8]=3)[NH:12][CH:11]=2)[CH:30]=[C:29]([C:31]([CH3:33])([CH3:34])[CH3:32])[CH:28]=1)([CH3:36])([CH3:37])[CH3:38]. The yield is 0.530. (6) The reactants are [NH:1]1[C:10]2[C:5](=[CH:6][CH:7]=[CH:8][CH:9]=2)[CH2:4][CH2:3][CH2:2]1.[N+:11]([O-])([O-:13])=[O:12].[K+].C([O-])(O)=O.[Na+]. The catalyst is OS(O)(=O)=O. The product is [N+:11]([C:8]1[CH:9]=[C:10]2[C:5]([CH2:4][CH2:3][CH2:2][NH:1]2)=[CH:6][CH:7]=1)([O-:13])=[O:12]. The yield is 0.250. (7) The reactants are C([O-])([O-])=O.[Na+].[Na+].[CH2:7]([C:14]1[C:23]2[C:18](=[CH:19][CH:20]=[CH:21][CH:22]=2)[C:17](Cl)=[N:16][N:15]=1)[C:8]1[CH:13]=[CH:12][CH:11]=[CH:10][CH:9]=1.[CH3:25][C@@H:26]1[CH2:31][NH:30][CH2:29][CH2:28][NH:27]1. The catalyst is O1CCOCC1. The product is [CH2:7]([C:14]1[C:23]2[C:18](=[CH:19][CH:20]=[CH:21][CH:22]=2)[C:17]([N:30]2[CH2:29][CH2:28][NH:27][C@H:26]([CH3:25])[CH2:31]2)=[N:16][N:15]=1)[C:8]1[CH:13]=[CH:12][CH:11]=[CH:10][CH:9]=1. The yield is 0.580. (8) The reactants are [F:1][C:2]([F:19])([F:18])[C:3]1[N:8]=[CH:7][C:6]([O:9][C:10]2[CH:17]=[CH:16][C:13]([CH:14]=O)=[CH:12][CH:11]=2)=[CH:5][N:4]=1.[CH3:20][NH2:21]. The catalyst is C(O)C. The product is [CH3:20][NH:21][CH2:14][C:13]1[CH:16]=[CH:17][C:10]([O:9][C:6]2[CH:5]=[N:4][C:3]([C:2]([F:19])([F:18])[F:1])=[N:8][CH:7]=2)=[CH:11][CH:12]=1. The yield is 0.950. (9) The reactants are [CH2:1]([O:8][C:9]1[CH:22]=[C:21]([O:23][CH2:24][C:25]2[CH:30]=[CH:29][CH:28]=[CH:27][CH:26]=2)[C:20](Br)=[CH:19][C:10]=1[C:11]([NH:13][CH2:14][CH2:15][CH2:16][O:17][CH3:18])=[O:12])[C:2]1[CH:7]=[CH:6][CH:5]=[CH:4][CH:3]=1.[CH:32]([C:35]1[CH:36]=[CH:37][C:38]([O:44][CH3:45])=[C:39](B(O)O)[CH:40]=1)([CH3:34])[CH3:33].C1(C)C=CC=CC=1.C([O-])(O)=O.[Na+]. The catalyst is C1C=CC([P]([Pd]([P](C2C=CC=CC=2)(C2C=CC=CC=2)C2C=CC=CC=2)([P](C2C=CC=CC=2)(C2C=CC=CC=2)C2C=CC=CC=2)[P](C2C=CC=CC=2)(C2C=CC=CC=2)C2C=CC=CC=2)(C2C=CC=CC=2)C2C=CC=CC=2)=CC=1.C(O)C. The product is [CH3:18][O:17][CH2:16][CH2:15][CH2:14][NH:13][C:11]([C:10]1[CH:19]=[C:20]([C:39]2[CH:40]=[C:35]([CH:32]([CH3:34])[CH3:33])[CH:36]=[CH:37][C:38]=2[O:44][CH3:45])[C:21]([O:23][CH2:24][C:25]2[CH:30]=[CH:29][CH:28]=[CH:27][CH:26]=2)=[CH:22][C:9]=1[O:8][CH2:1][C:2]1[CH:7]=[CH:6][CH:5]=[CH:4][CH:3]=1)=[O:12]. The yield is 0.920.